Dataset: Reaction yield outcomes from USPTO patents with 853,638 reactions. Task: Predict the reaction yield, written as a fraction of the theoretical maximum amount of product (1.0 means a 100% yield; for example, 0.34 means a 34% yield). The reactants are [CH:1]([C:4]1[CH:9]=[C:8]([O:10][CH3:11])[CH:7]=[CH:6][C:5]=1[S:12]([C:15]1[CH:20]=[CH:19][C:18]([CH3:21])=[CH:17][CH:16]=1)(=[O:14])=[O:13])([CH3:3])[CH3:2].[C:22](Cl)(=[O:24])[CH3:23].[Al+3].[Cl-].[Cl-].[Cl-]. The catalyst is ClCCCl. The product is [CH:1]([C:4]1[C:5]([S:12]([C:15]2[CH:16]=[CH:17][C:18]([CH3:21])=[CH:19][CH:20]=2)(=[O:13])=[O:14])=[CH:6][C:7]([C:22](=[O:24])[CH3:23])=[C:8]([O:10][CH3:11])[CH:9]=1)([CH3:3])[CH3:2]. The yield is 0.790.